From a dataset of Peptide-MHC class I binding affinity with 185,985 pairs from IEDB/IMGT. Regression. Given a peptide amino acid sequence and an MHC pseudo amino acid sequence, predict their binding affinity value. This is MHC class I binding data. (1) The peptide sequence is SSPPAYVQQI. The MHC is Mamu-A02 with pseudo-sequence Mamu-A02. The binding affinity (normalized) is 0.192. (2) The peptide sequence is SPRSRNRSF. The MHC is HLA-B08:01 with pseudo-sequence HLA-B08:01. The binding affinity (normalized) is 0.555. (3) The peptide sequence is RGGRAFVTI. The MHC is HLA-B57:01 with pseudo-sequence HLA-B57:01. The binding affinity (normalized) is 0.0471. (4) The peptide sequence is YSLLNRKAI. The MHC is HLA-A26:01 with pseudo-sequence HLA-A26:01. The binding affinity (normalized) is 0.0847. (5) The peptide sequence is TLYCVHQGI. The MHC is HLA-A26:01 with pseudo-sequence HLA-A26:01. The binding affinity (normalized) is 0. (6) The peptide sequence is LVFNYPGI. The MHC is H-2-Kb with pseudo-sequence H-2-Kb. The binding affinity (normalized) is 0.301. (7) The peptide sequence is SSPPIPMSR. The MHC is HLA-A68:01 with pseudo-sequence HLA-A68:01. The binding affinity (normalized) is 0.386.